Dataset: Forward reaction prediction with 1.9M reactions from USPTO patents (1976-2016). Task: Predict the product of the given reaction. Given the reactants I[C:2]1[CH:3]=[C:4]([CH:24]=[CH:25][C:26]=1[CH3:27])[C:5]([NH:7][C:8]1[CH:13]=[C:12]([C:14]([F:17])([F:16])[F:15])[CH:11]=[C:10]([N:18]2[CH:22]=[C:21]([CH3:23])[N:20]=[CH:19]2)[CH:9]=1)=[O:6].C[Si]([C:32]#[CH:33])(C)C.CCN(CC)CC, predict the reaction product. The product is: [C:32]([C:2]1[CH:3]=[C:4]([CH:24]=[CH:25][C:26]=1[CH3:27])[C:5]([NH:7][C:8]1[CH:13]=[C:12]([C:14]([F:15])([F:16])[F:17])[CH:11]=[C:10]([N:18]2[CH:22]=[C:21]([CH3:23])[N:20]=[CH:19]2)[CH:9]=1)=[O:6])#[CH:33].